Dataset: Peptide-MHC class II binding affinity with 134,281 pairs from IEDB. Task: Regression. Given a peptide amino acid sequence and an MHC pseudo amino acid sequence, predict their binding affinity value. This is MHC class II binding data. (1) The peptide sequence is ADKVAYALAQGLKVI. The binding affinity (normalized) is 0.376. The MHC is DRB1_0301 with pseudo-sequence DRB1_0301. (2) The peptide sequence is VSDPSKLNNQFGSMP. The MHC is DRB1_1501 with pseudo-sequence DRB1_1501. The binding affinity (normalized) is 0. (3) The peptide sequence is MSQIMYNYPAMMAHA. The MHC is DRB1_0701 with pseudo-sequence DRB1_0701. The binding affinity (normalized) is 0.465. (4) The binding affinity (normalized) is 0.419. The MHC is HLA-DQA10601-DQB10402 with pseudo-sequence HLA-DQA10601-DQB10402. The peptide sequence is VLEKLELLQRRFGGT. (5) The peptide sequence is ERLAVMGDTAWDFSS. The MHC is HLA-DQA10501-DQB10302 with pseudo-sequence HLA-DQA10501-DQB10302. The binding affinity (normalized) is 0.480. (6) The peptide sequence is LVDEERKLHQQGRCR. The MHC is HLA-DQA10501-DQB10303 with pseudo-sequence HLA-DQA10501-DQB10303. The binding affinity (normalized) is 0. (7) The peptide sequence is GYTPATPAAPAGAEP. The MHC is DRB1_0701 with pseudo-sequence DRB1_0701. The binding affinity (normalized) is 0.172.